Dataset: Reaction yield outcomes from USPTO patents with 853,638 reactions. Task: Predict the reaction yield, written as a fraction of the theoretical maximum amount of product (1.0 means a 100% yield; for example, 0.34 means a 34% yield). (1) The reactants are [C:1]([O:5][C:6]([N:8]1[CH2:13][CH2:12][N:11]([CH:14]([C:17]2[CH:22]=[CH:21][CH:20]=[C:19]([C:23]([F:26])([F:25])[F:24])[CH:18]=2)[CH2:15][OH:16])[CH2:10][CH2:9]1)=[O:7])([CH3:4])([CH3:3])[CH3:2].[H-].[Na+].I[CH3:30]. The catalyst is O1CCCC1.CN(C)C=O. The product is [C:1]([O:5][C:6]([N:8]1[CH2:13][CH2:12][N:11]([CH:14]([C:17]2[CH:22]=[CH:21][CH:20]=[C:19]([C:23]([F:25])([F:26])[F:24])[CH:18]=2)[CH2:15][O:16][CH3:30])[CH2:10][CH2:9]1)=[O:7])([CH3:4])([CH3:2])[CH3:3]. The yield is 0.920. (2) The reactants are [Br:1][CH:2]([C:6]1[CH:11]=[CH:10][CH:9]=[CH:8][CH:7]=1)[C:3]([OH:5])=[O:4].[C:12]1([C@@H:18](O)[CH3:19])[CH:17]=[CH:16][CH:15]=[CH:14][CH:13]=1.CCN=C=NCCCN(C)C. The catalyst is CN(C1C=CN=CC=1)C.ClCCl.C(OCC)(=O)C. The product is [Br:1][CH:2]([C:6]1[CH:11]=[CH:10][CH:9]=[CH:8][CH:7]=1)[C:3]([O:5][C@H:18]([C:12]1[CH:17]=[CH:16][CH:15]=[CH:14][CH:13]=1)[CH3:19])=[O:4]. The yield is 0.730. (3) The reactants are [Cl:1][C:2]1[CH:18]=[CH:17][C:5]2[N:6]3[CH:11]=[C:10]([C:12](OCC)=[O:13])[N:9]=[C:7]3[S:8][C:4]=2[CH:3]=1.[H-].[H-].[H-].[H-].[Li+].[Al+3]. No catalyst specified. The product is [Cl:1][C:2]1[CH:18]=[CH:17][C:5]2[N:6]3[CH:11]=[C:10]([CH2:12][OH:13])[N:9]=[C:7]3[S:8][C:4]=2[CH:3]=1. The yield is 0.720. (4) The reactants are [O:1]=[C:2]1[NH:6][C:5]([C:10]2[CH:15]=[CH:14][CH:13]=[CH:12][CH:11]=2)([CH2:7][CH2:8][CH3:9])[C:4](=[O:16])[N:3]1[CH2:17][C:18]([C:20]1[CH:25]=[CH:24][C:23]([NH:26]C(=O)C)=[CH:22][C:21]=1[F:30])=[O:19].Cl. The catalyst is C(O)C. The product is [NH2:26][C:23]1[CH:24]=[CH:25][C:20]([C:18](=[O:19])[CH2:17][N:3]2[C:4](=[O:16])[C:5]([C:10]3[CH:11]=[CH:12][CH:13]=[CH:14][CH:15]=3)([CH2:7][CH2:8][CH3:9])[NH:6][C:2]2=[O:1])=[C:21]([F:30])[CH:22]=1. The yield is 0.940. (5) The reactants are [Cl:1][C:2]1[CH:7]=[CH:6][C:5]([CH:8]2[CH:12]([C:13]3[CH:18]=[CH:17][C:16]([Cl:19])=[CH:15][CH:14]=3)[N:11]([C:20](Cl)=[O:21])[C:10]([C:23]3[C:24]([O:29][CH2:30][CH3:31])=[N:25][CH:26]=[CH:27][CH:28]=3)=[N:9]2)=[CH:4][CH:3]=1.C(N(CC)CC)C.[NH:39]1[CH2:44][CH2:43][NH:42][CH2:41][C:40]1=[O:45].CO. The catalyst is C(Cl)Cl.C(OCC)(=O)C. The product is [Cl:1][C:2]1[CH:7]=[CH:6][C:5]([CH:8]2[CH:12]([C:13]3[CH:14]=[CH:15][C:16]([Cl:19])=[CH:17][CH:18]=3)[N:11]([C:20]([N:39]3[CH2:44][CH2:43][NH:42][CH2:41][C:40]3=[O:45])=[O:21])[C:10]([C:23]3[C:24]([O:29][CH2:30][CH3:31])=[N:25][CH:26]=[CH:27][CH:28]=3)=[N:9]2)=[CH:4][CH:3]=1. The yield is 0.860. (6) The reactants are [Cl:1][C:2]1[N:10]=[CH:9][CH:8]=[CH:7][C:3]=1[C:4](Cl)=[O:5].[N+:11]([CH2:13][C:14]([O:16][C:17]([CH3:20])([CH3:19])[CH3:18])=[O:15])#[C-:12].C(N(CC)CC)C. The catalyst is C1COCC1. The product is [C:17]([O:16][C:14]([C:13]1[N:11]=[CH:12][O:5][C:4]=1[C:3]1[C:2]([Cl:1])=[N:10][CH:9]=[CH:8][CH:7]=1)=[O:15])([CH3:20])([CH3:19])[CH3:18]. The yield is 0.160. (7) The reactants are C(=O)([O-])[O-].[K+].[K+].C[Si]([C:11]#[C:12][C:13]1[C:21]2[C:16](=[CH:17][CH:18]=[CH:19][CH:20]=2)[N:15](C(OC(C)(C)C)=O)[N:14]=1)(C)C. The catalyst is CCO. The product is [C:12]([C:13]1[C:21]2[C:16](=[CH:17][CH:18]=[CH:19][CH:20]=2)[NH:15][N:14]=1)#[CH:11]. The yield is 0.800. (8) The reactants are CC(C)=O.OS(O)(=O)=O.O=[Cr](=O)=O.[OH:14][C@H:15]1[C@:19]2([CH3:33])[CH2:20][C@H:21]3[C@H:30]([CH2:31][C@H:18]2[CH2:17][CH2:16]1)[C@@H:29]1[C@H:24]([CH2:25][C:26](=[O:32])[CH2:27][CH2:28]1)[CH2:23][CH2:22]3.CC(O)C. The catalyst is CC(C)=O. The product is [CH3:33][C@:19]12[C:15](=[O:14])[CH2:16][CH2:17][C@@H:18]1[CH2:31][C@H:30]1[C@@H:21]([CH2:22][CH2:23][C@@H:24]3[C@@H:29]1[CH2:28][CH2:27][C:26](=[O:32])[CH2:25]3)[CH2:20]2. The yield is 0.960. (9) The reactants are CON(C)[C:4]([CH:6]1[O:11][CH2:10][CH2:9][N:8]([CH2:12][C:13]2[CH:18]=[CH:17][CH:16]=[CH:15][CH:14]=2)[CH2:7]1)=[O:5].[CH2:20]([Mg]Br)[CH2:21][CH2:22][CH3:23]. The catalyst is O1CCCC1. The product is [CH2:12]([N:8]1[CH2:9][CH2:10][O:11][CH:6]([C:4](=[O:5])[CH2:20][CH2:21][CH2:22][CH3:23])[CH2:7]1)[C:13]1[CH:14]=[CH:15][CH:16]=[CH:17][CH:18]=1. The yield is 0.960.